From a dataset of Reaction yield outcomes from USPTO patents with 853,638 reactions. Predict the reaction yield, written as a fraction of the theoretical maximum amount of product (1.0 means a 100% yield; for example, 0.34 means a 34% yield). (1) The reactants are [CH2:1]([N:8]1[CH2:13][CH2:12][CH:11]([OH:14])[CH2:10][CH2:9]1)[C:2]1[CH:7]=[CH:6][CH:5]=[CH:4][CH:3]=1.[CH3:15][C:16]1[CH:29]=[CH:28][CH:27]=[CH:26][C:17]=1[CH:18](O)[C:19]1[CH:24]=[CH:23][CH:22]=[CH:21][CH:20]=1.C(N1CCC(OC(C2C=CC(Cl)=CC=2)C2C=CC=CC=2Cl)CC1)C1C=CC=CC=1. No catalyst specified. The product is [CH2:1]([N:8]1[CH2:13][CH2:12][CH:11]([O:14][CH:18]([C:19]2[CH:24]=[CH:23][CH:22]=[CH:21][CH:20]=2)[C:17]2[CH:26]=[CH:27][CH:28]=[CH:29][C:16]=2[CH3:15])[CH2:10][CH2:9]1)[C:2]1[CH:3]=[CH:4][CH:5]=[CH:6][CH:7]=1. The yield is 0.830. (2) The product is [C:10]([P:14]([C:15]([CH3:18])([CH3:17])[CH3:16])[C:2]1[CH:7]=[CH:6][CH:5]=[CH:4][C:3]=1[CH3:8])([CH3:13])([CH3:12])[CH3:11]. The catalyst is O1CCCC1.[Cu]Cl.C1(C)C=CC=CC=1. The yield is 0.910. The reactants are Br[C:2]1[CH:7]=[CH:6][CH:5]=[CH:4][C:3]=1[CH3:8].[Mg].[C:10]([P:14](Cl)[C:15]([CH3:18])([CH3:17])[CH3:16])([CH3:13])([CH3:12])[CH3:11].S(=O)(=O)(O)O. (3) The reactants are [Cl:1][C:2]1[N:7]=[C:6](Cl)[C:5]([Cl:9])=[CH:4][N:3]=1.[NH2:10][C:11]1[CH:22]=[CH:21][CH:20]=[CH:19][C:12]=1[C:13]([NH:15][CH2:16][CH2:17][OH:18])=[O:14].C(N(C(C)C)CC)(C)C. The catalyst is C(O)(C)C. The product is [Cl:1][C:2]1[N:7]=[C:6]([NH:10][C:11]2[CH:22]=[CH:21][CH:20]=[CH:19][C:12]=2[C:13]([NH:15][CH2:16][CH2:17][OH:18])=[O:14])[C:5]([Cl:9])=[CH:4][N:3]=1. The yield is 0.890.